Dataset: Full USPTO retrosynthesis dataset with 1.9M reactions from patents (1976-2016). Task: Predict the reactants needed to synthesize the given product. (1) Given the product [CH3:35][O:34][CH2:33][CH2:32][C:31]1[N:36]=[C:26]([CH:11]2[CH2:12][CH:13]([C:15]3[CH:20]=[CH:19][C:18]([O:21][C:22]([F:25])([F:24])[F:23])=[CH:17][CH:16]=3)[CH2:14][N:9]([C:7]([N:1]3[CH2:2][CH2:3][S:4][CH2:5][CH2:6]3)=[O:8])[CH2:10]2)[O:27][N:30]=1, predict the reactants needed to synthesize it. The reactants are: [N:1]1([C:7]([N:9]2[CH2:14][CH:13]([C:15]3[CH:20]=[CH:19][C:18]([O:21][C:22]([F:25])([F:24])[F:23])=[CH:17][CH:16]=3)[CH2:12][CH:11]([C:26](O)=[O:27])[CH2:10]2)=[O:8])[CH2:6][CH2:5][S:4][CH2:3][CH2:2]1.O[NH:30][C:31](=[NH:36])[CH2:32][CH2:33][O:34][CH3:35]. (2) Given the product [Cl:1][C:2]1[C:3]([CH2:11][NH:12][C:14]2[N:19]=[C:18]([NH:20][C:21]3[CH:22]=[C:23]([CH:26]4[CH2:28][CH2:27]4)[NH:24][N:25]=3)[CH:17]=[CH:16][N:15]=2)=[CH:4][C:5]2[N:9]=[CH:8][NH:7][C:6]=2[CH:10]=1, predict the reactants needed to synthesize it. The reactants are: [Cl:1][C:2]1[C:3]([CH2:11][NH2:12])=[CH:4][C:5]2[N:9]=[CH:8][NH:7][C:6]=2[CH:10]=1.Cl[C:14]1[N:19]=[C:18]([NH:20][C:21]2[NH:25][N:24]=[C:23]([CH:26]3[CH2:28][CH2:27]3)[CH:22]=2)[CH:17]=[CH:16][N:15]=1.CCN(C(C)C)C(C)C. (3) Given the product [F:1][C:2]1[CH:7]=[CH:6][C:5]([C:8]2[C:9]([C:21]3[CH:26]=[CH:25][CH:24]=[C:23]([CH3:27])[N:22]=3)=[N:10][NH:11][CH:12]=2)=[CH:4][C:3]=1[C:28]1[S:32][C:31]([S:33]([NH2:36])(=[O:34])=[O:35])=[CH:30][CH:29]=1, predict the reactants needed to synthesize it. The reactants are: [F:1][C:2]1[CH:7]=[CH:6][C:5]([C:8]2[C:9]([C:21]3[CH:26]=[CH:25][CH:24]=[C:23]([CH3:27])[N:22]=3)=[N:10][N:11](COCC[Si](C)(C)C)[CH:12]=2)=[CH:4][C:3]=1[C:28]1[S:32][C:31]([S:33]([NH2:36])(=[O:35])=[O:34])=[CH:30][CH:29]=1.Cl.C(=O)(O)[O-].[Na+].